From a dataset of TCR-epitope binding with 47,182 pairs between 192 epitopes and 23,139 TCRs. Binary Classification. Given a T-cell receptor sequence (or CDR3 region) and an epitope sequence, predict whether binding occurs between them. (1) The epitope is FPRPWLHGL. The TCR CDR3 sequence is CSVEDSLVNEQFF. Result: 1 (the TCR binds to the epitope). (2) The epitope is RLQSLQTYV. The TCR CDR3 sequence is CATYIGNTGELFF. Result: 1 (the TCR binds to the epitope). (3) The epitope is WICLLQFAY. The TCR CDR3 sequence is CASSQEYLGAGDTGELFF. Result: 1 (the TCR binds to the epitope). (4) The epitope is FVDGVPFVV. The TCR CDR3 sequence is CASSVLLTDTQYF. Result: 1 (the TCR binds to the epitope). (5) The epitope is NQKLIANQF. The TCR CDR3 sequence is CASSGFRDRVNEQYF. Result: 0 (the TCR does not bind to the epitope). (6) Result: 0 (the TCR does not bind to the epitope). The TCR CDR3 sequence is CASSLAGVYEQYF. The epitope is HLVDFQVTI. (7) The epitope is TPINLVRDL. The TCR CDR3 sequence is CASSPLGGSYNEQFF. Result: 0 (the TCR does not bind to the epitope). (8) Result: 1 (the TCR binds to the epitope). The epitope is KAFSPEVIPMF. The TCR CDR3 sequence is CASSPWGDGTDTQYF. (9) The epitope is VLWAHGFEL. The TCR CDR3 sequence is CASSLGDGYTF. Result: 1 (the TCR binds to the epitope). (10) The epitope is KLSYGIATV. The TCR CDR3 sequence is CASSEALGSPGLIDTQYF. Result: 1 (the TCR binds to the epitope).